This data is from Full USPTO retrosynthesis dataset with 1.9M reactions from patents (1976-2016). The task is: Predict the reactants needed to synthesize the given product. (1) The reactants are: [OH:1][C:2]1[C:10]([N+:11]([O-:13])=[O:12])=[C:9]2[C:5]([C:6](=[O:14])[O:7][CH2:8]2)=[CH:4][C:3]=1[O:15]C(=O)C.Cl. Given the product [OH:1][C:2]1[C:10]([N+:11]([O-:13])=[O:12])=[C:9]2[C:5](=[CH:4][C:3]=1[OH:15])[C:6](=[O:14])[O:7][CH2:8]2, predict the reactants needed to synthesize it. (2) Given the product [NH2:57][C:18]1[CH:17]=[C:16]([O:15][C:14]2[CH:25]=[CH:26][C:11]([NH:10][C:8]([C:5]3[C:4](=[O:27])[N:3]([C:28]4[CH:29]=[CH:30][CH:31]=[CH:32][CH:33]=4)[N:2]([CH3:1])[C:6]=3[CH3:7])=[O:9])=[CH:12][CH:13]=2)[CH:21]=[CH:20][N:19]=1, predict the reactants needed to synthesize it. The reactants are: [CH3:1][N:2]1[C:6]([CH3:7])=[C:5]([C:8]([NH:10][C:11]2[CH:26]=[CH:25][C:14]([O:15][C:16]3[CH:21]=[CH:20][N:19]=[C:18](C(N)=O)[CH:17]=3)=[CH:13][CH:12]=2)=[O:9])[C:4](=[O:27])[N:3]1[C:28]1[CH:33]=[CH:32][CH:31]=[CH:30][CH:29]=1.C(O)(=O)C.C(O)(=O)C.IC1C=CC=CC=1.CCOC(C)=O.CC#[N:57].O. (3) Given the product [F:1][C:2]1[CH:3]=[CH:4][C:5]([N+:12]([O-:14])=[O:13])=[C:6]2[C:11]=1[CH:10]=[N:9][CH:8]=[CH:7]2, predict the reactants needed to synthesize it. The reactants are: [F:1][C:2]1[CH:3]=[CH:4][CH:5]=[C:6]2[C:11]=1[CH:10]=[N:9][CH:8]=[CH:7]2.[N+:12]([O-])([O-:14])=[O:13].[K+].[OH-].[NH4+]. (4) Given the product [CH3:11][N:8]1[C:9]2[CH:10]=[C:2]([N:37]3[C:36](=[O:40])[CH:35]=[C:34]([O:33][CH2:32][C:29]4[CH:30]=[N:31][C:26]([C:25]([F:24])([F:41])[F:42])=[CH:27][CH:28]=4)[CH:39]=[N:38]3)[CH:3]=[CH:4][C:5]=2[C:6]2[CH2:16][N:15]([C:17]([O:19][C:20]([CH3:23])([CH3:22])[CH3:21])=[O:18])[CH2:14][CH2:13][CH2:12][C:7]1=2, predict the reactants needed to synthesize it. The reactants are: Br[C:2]1[CH:3]=[CH:4][C:5]2[C:6]3[CH2:16][N:15]([C:17]([O:19][C:20]([CH3:23])([CH3:22])[CH3:21])=[O:18])[CH2:14][CH2:13][CH2:12][C:7]=3[N:8]([CH3:11])[C:9]=2[CH:10]=1.[F:24][C:25]([F:42])([F:41])[C:26]1[N:31]=[CH:30][C:29]([CH2:32][O:33][C:34]2[CH:39]=[N:38][NH:37][C:36](=[O:40])[CH:35]=2)=[CH:28][CH:27]=1.C([O-])([O-])=O.[Cs+].[Cs+].OC1C=CC=C2C=1N=CC=C2. (5) Given the product [NH2:1][C:2]1[CH:11]=[CH:10][C:9]([C:12]([C:14]2[N:22]3[C:17]([C:18]([O:23][CH2:24][C:25]([OH:27])=[O:26])=[CH:19][CH:20]=[CH:21]3)=[C:16]([O:32][CH3:33])[C:15]=2[CH3:34])=[O:13])=[CH:8][C:3]=1[C:4]([O:6][CH3:7])=[O:5], predict the reactants needed to synthesize it. The reactants are: [NH2:1][C:2]1[CH:11]=[CH:10][C:9]([C:12]([C:14]2[N:22]3[C:17]([C:18]([O:23][CH2:24][C:25]([O:27]C(C)(C)C)=[O:26])=[CH:19][CH:20]=[CH:21]3)=[C:16]([O:32][CH3:33])[C:15]=2[CH3:34])=[O:13])=[CH:8][C:3]=1[C:4]([O:6][CH3:7])=[O:5]. (6) Given the product [O:27]1[C:26]2[CH:30]=[CH:31][C:23]([C:11]3[C:12]([O:22][CH3:1])=[N:13][N:14]([CH2:15][C:16]4[CH:21]=[CH:20][CH:19]=[CH:18][CH:17]=4)[C:10]=3[NH2:9])=[CH:24][C:25]=2[O:29][CH2:28]1, predict the reactants needed to synthesize it. The reactants are: [C:1](=O)([O-])[O-].[Cs+].[Cs+].CI.[NH2:9][C:10]1[N:14]([CH2:15][C:16]2[CH:21]=[CH:20][CH:19]=[CH:18][CH:17]=2)[N:13]=[C:12]([OH:22])[C:11]=1[C:23]1[CH:31]=[CH:30][C:26]2[O:27][CH2:28][O:29][C:25]=2[CH:24]=1.O.